From a dataset of NCI-60 drug combinations with 297,098 pairs across 59 cell lines. Regression. Given two drug SMILES strings and cell line genomic features, predict the synergy score measuring deviation from expected non-interaction effect. (1) Drug 1: CC1=C(C=C(C=C1)NC2=NC=CC(=N2)N(C)C3=CC4=NN(C(=C4C=C3)C)C)S(=O)(=O)N.Cl. Drug 2: CN1C2=C(C=C(C=C2)N(CCCl)CCCl)N=C1CCCC(=O)O.Cl. Cell line: LOX IMVI. Synergy scores: CSS=31.7, Synergy_ZIP=7.91, Synergy_Bliss=10.6, Synergy_Loewe=13.4, Synergy_HSA=13.5. (2) Drug 1: C1=CC=C(C=C1)NC(=O)CCCCCCC(=O)NO. Drug 2: CC1=C(C(=CC=C1)Cl)NC(=O)C2=CN=C(S2)NC3=CC(=NC(=N3)C)N4CCN(CC4)CCO. Cell line: COLO 205. Synergy scores: CSS=14.9, Synergy_ZIP=-1.94, Synergy_Bliss=-1.70, Synergy_Loewe=-0.680, Synergy_HSA=-1.08.